Dataset: Full USPTO retrosynthesis dataset with 1.9M reactions from patents (1976-2016). Task: Predict the reactants needed to synthesize the given product. (1) Given the product [CH3:29][O:30][C:31]([C:33]1([NH:42][C:23](=[O:24])[C:22]2[CH:26]=[CH:27][C:19]([C:18]3[O:17][N:16]=[C:15]([CH3:28])[C:14]=3[NH:13][C:11]([O:10][CH:8]([C:3]3[CH:4]=[CH:5][CH:6]=[CH:7][C:2]=3[Cl:1])[CH3:9])=[O:12])=[CH:20][CH:21]=2)[CH2:41][C:40]2[C:35](=[CH:36][CH:37]=[CH:38][CH:39]=2)[CH2:34]1)=[O:32], predict the reactants needed to synthesize it. The reactants are: [Cl:1][C:2]1[CH:7]=[CH:6][CH:5]=[CH:4][C:3]=1[CH:8]([O:10][C:11]([NH:13][C:14]1[C:15]([CH3:28])=[N:16][O:17][C:18]=1[C:19]1[CH:27]=[CH:26][C:22]([C:23](O)=[O:24])=[CH:21][CH:20]=1)=[O:12])[CH3:9].[CH3:29][O:30][C:31]([C:33]1([NH2:42])[CH2:41][C:40]2[C:35](=[CH:36][CH:37]=[CH:38][CH:39]=2)[CH2:34]1)=[O:32]. (2) Given the product [C:1]([O:5][C:6]1[CH:11]=[C:10]([Cl:12])[C:9]([O:13][C:14]2[CH:19]=[CH:18][C:17]([NH:20][C:25](=[O:29])[CH:26]([CH3:28])[CH3:27])=[C:16]([Br:21])[CH:15]=2)=[C:8]([Cl:22])[C:7]=1[CH2:23][CH3:24])(=[O:4])[CH2:2][CH3:3], predict the reactants needed to synthesize it. The reactants are: [C:1]([O:5][C:6]1[CH:11]=[C:10]([Cl:12])[C:9]([O:13][C:14]2[CH:19]=[CH:18][C:17]([NH2:20])=[C:16]([Br:21])[CH:15]=2)=[C:8]([Cl:22])[C:7]=1[CH2:23][CH3:24])(=[O:4])[CH2:2][CH3:3].[C:25](Cl)(=[O:29])[CH:26]([CH3:28])[CH3:27]. (3) The reactants are: [NH2:1][C:2]1[CH:36]=[CH:35][C:5]([O:6][C:7]2[CH:12]=[CH:11][N:10]=[C:9]3[CH:13]=[C:14]([C:16]4[N:21]=[CH:20][C:19]([CH2:22][N:23]([CH2:31][CH2:32][O:33][CH3:34])[C:24](=[O:30])[O:25][C:26]([CH3:29])([CH3:28])[CH3:27])=[CH:18][CH:17]=4)[S:15][C:8]=23)=[C:4]([F:37])[CH:3]=1.CCN([CH:44]([CH3:46])[CH3:45])C(C)C.CN(C(ON1N=N[C:57]2[CH:58]=[CH:59][CH:60]=N[C:56]1=2)=[N+](C)C)C.[F:64][P-](F)(F)(F)(F)F.C([O:74][CH2:75]C)(=O)C.[CH3:77][N:78]([CH:80]=[O:81])C. Given the product [F:37][C:4]1[CH:3]=[C:2]([NH:1][C:75]([C:44]2([C:80](=[O:81])[NH:78][C:77]3[CH:56]=[CH:57][C:58]([F:64])=[CH:59][CH:60]=3)[CH2:45][CH2:46]2)=[O:74])[CH:36]=[CH:35][C:5]=1[O:6][C:7]1[CH:12]=[CH:11][N:10]=[C:9]2[CH:13]=[C:14]([C:16]3[N:21]=[CH:20][C:19]([CH2:22][N:23]([CH2:31][CH2:32][O:33][CH3:34])[C:24](=[O:30])[O:25][C:26]([CH3:29])([CH3:28])[CH3:27])=[CH:18][CH:17]=3)[S:15][C:8]=12, predict the reactants needed to synthesize it. (4) Given the product [Cl:1][C:2]1[CH:7]=[CH:6][C:5]([N+:8]([O-:10])=[O:9])=[CH:4][C:3]=1[S:11]([Cl:17])(=[O:14])=[O:12], predict the reactants needed to synthesize it. The reactants are: [Cl:1][C:2]1[CH:7]=[CH:6][C:5]([N+:8]([O-:10])=[O:9])=[CH:4][C:3]=1[S:11]([OH:14])(=O)=[O:12].S(Cl)([Cl:17])=O.CN(C)C=O. (5) Given the product [Cl:1][C:2]1[CH:15]=[CH:14][C:5]([CH2:6][N:7]2[CH2:12][CH2:11][CH:10]([NH:13][C:24](=[O:25])[C:23]3[CH:27]=[C:28]([O:30][CH3:31])[CH:29]=[C:21]([O:20][CH3:19])[CH:22]=3)[CH2:9][CH2:8]2)=[CH:4][C:3]=1[O:16][CH2:17][CH3:18], predict the reactants needed to synthesize it. The reactants are: [Cl:1][C:2]1[CH:15]=[CH:14][C:5]([CH2:6][N:7]2[CH2:12][CH2:11][CH:10]([NH2:13])[CH2:9][CH2:8]2)=[CH:4][C:3]=1[O:16][CH2:17][CH3:18].[CH3:19][O:20][C:21]1[CH:22]=[C:23]([CH:27]=[C:28]([O:30][CH3:31])[CH:29]=1)[C:24](Cl)=[O:25].